Regression. Given two drug SMILES strings and cell line genomic features, predict the synergy score measuring deviation from expected non-interaction effect. From a dataset of NCI-60 drug combinations with 297,098 pairs across 59 cell lines. Drug 1: CS(=O)(=O)OCCCCOS(=O)(=O)C. Drug 2: C1CC(=O)NC(=O)C1N2C(=O)C3=CC=CC=C3C2=O. Cell line: A498. Synergy scores: CSS=3.33, Synergy_ZIP=-3.08, Synergy_Bliss=-1.27, Synergy_Loewe=-0.670, Synergy_HSA=-0.511.